From a dataset of NCI-60 drug combinations with 297,098 pairs across 59 cell lines. Regression. Given two drug SMILES strings and cell line genomic features, predict the synergy score measuring deviation from expected non-interaction effect. (1) Synergy scores: CSS=15.1, Synergy_ZIP=-10.5, Synergy_Bliss=-4.90, Synergy_Loewe=-5.05, Synergy_HSA=-4.06. Cell line: SK-OV-3. Drug 1: CCC1(CC2CC(C3=C(CCN(C2)C1)C4=CC=CC=C4N3)(C5=C(C=C6C(=C5)C78CCN9C7C(C=CC9)(C(C(C8N6C)(C(=O)OC)O)OC(=O)C)CC)OC)C(=O)OC)O.OS(=O)(=O)O. Drug 2: CCC1(C2=C(COC1=O)C(=O)N3CC4=CC5=C(C=CC(=C5CN(C)C)O)N=C4C3=C2)O.Cl. (2) Drug 1: CC1=CC2C(CCC3(C2CCC3(C(=O)C)OC(=O)C)C)C4(C1=CC(=O)CC4)C. Drug 2: C(CCl)NC(=O)N(CCCl)N=O. Cell line: MALME-3M. Synergy scores: CSS=-3.14, Synergy_ZIP=2.99, Synergy_Bliss=1.09, Synergy_Loewe=-5.73, Synergy_HSA=-3.91. (3) Drug 1: C1=CC(=CC=C1CCCC(=O)O)N(CCCl)CCCl. Drug 2: CC1=C(N=C(N=C1N)C(CC(=O)N)NCC(C(=O)N)N)C(=O)NC(C(C2=CN=CN2)OC3C(C(C(C(O3)CO)O)O)OC4C(C(C(C(O4)CO)O)OC(=O)N)O)C(=O)NC(C)C(C(C)C(=O)NC(C(C)O)C(=O)NCCC5=NC(=CS5)C6=NC(=CS6)C(=O)NCCC[S+](C)C)O. Cell line: HCC-2998. Synergy scores: CSS=4.34, Synergy_ZIP=-0.137, Synergy_Bliss=4.61, Synergy_Loewe=1.87, Synergy_HSA=1.92. (4) Drug 1: C1=CC(=CC=C1C#N)C(C2=CC=C(C=C2)C#N)N3C=NC=N3. Drug 2: CCC1(CC2CC(C3=C(CCN(C2)C1)C4=CC=CC=C4N3)(C5=C(C=C6C(=C5)C78CCN9C7C(C=CC9)(C(C(C8N6C=O)(C(=O)OC)O)OC(=O)C)CC)OC)C(=O)OC)O.OS(=O)(=O)O. Cell line: HT29. Synergy scores: CSS=13.3, Synergy_ZIP=-10.9, Synergy_Bliss=-10.8, Synergy_Loewe=-27.7, Synergy_HSA=-17.7. (5) Drug 1: CC1=C(C=C(C=C1)C(=O)NC2=CC(=CC(=C2)C(F)(F)F)N3C=C(N=C3)C)NC4=NC=CC(=N4)C5=CN=CC=C5. Drug 2: C1CN1C2=NC(=NC(=N2)N3CC3)N4CC4. Cell line: SN12C. Synergy scores: CSS=40.1, Synergy_ZIP=-1.41, Synergy_Bliss=-5.27, Synergy_Loewe=-14.1, Synergy_HSA=-7.59.